This data is from Forward reaction prediction with 1.9M reactions from USPTO patents (1976-2016). The task is: Predict the product of the given reaction. (1) The product is: [CH3:1][C:2]1[C:3]2[CH:17]=[C:16]([O:18][C:19]3[CH:20]=[CH:21][CH:22]=[C:23]([N+:25]([O-:27])=[O:26])[CH:24]=3)[CH:15]=[CH:14][C:4]=2[S:5][C:6]=1[C:7]1[CH:12]=[CH:11][N:10]=[C:9]([NH2:13])[N:8]=1. Given the reactants [CH3:1][C:2]1[C:3]2[CH:17]=[C:16]([O:18][C:19]3[CH:24]=[CH:23][CH:22]=[CH:21][CH:20]=3)[CH:15]=[CH:14][C:4]=2[S:5][C:6]=1[C:7]1[CH:12]=[CH:11][N:10]=[C:9]([NH2:13])[N:8]=1.[N+:25](C1C=C(O)C=CC=1)([O-:27])=[O:26].C1(O)C=CC=CC=1, predict the reaction product. (2) The product is: [F:1][C:2]1[CH:3]=[C:4]([NH:10][C:11]2[C:16]([C:17]3[N:22]=[C:21]([CH3:23])[N:20]=[C:19]([NH2:24])[N:18]=3)=[CH:15][C:14]([CH:43]([C:45]3[CH:50]=[CH:49][C:48]([S:51]([CH3:54])(=[O:52])=[O:53])=[CH:47][CH:46]=3)[CH3:44])=[CH:13][N:12]=2)[CH:5]=[N:6][C:7]=1[O:8][CH3:9]. Given the reactants [F:1][C:2]1[CH:3]=[C:4]([NH:10][C:11]2[C:16]([C:17]3[N:22]=[C:21]([CH3:23])[N:20]=[C:19]([N:24](CC4C=CC(OC)=CC=4)CC4C=CC(OC)=CC=4)[N:18]=3)=[CH:15][C:14]([CH:43]([C:45]3[CH:50]=[CH:49][C:48]([S:51]([CH3:54])(=[O:53])=[O:52])=[CH:47][CH:46]=3)[CH3:44])=[CH:13][N:12]=2)[CH:5]=[N:6][C:7]=1[O:8][CH3:9], predict the reaction product. (3) The product is: [CH2:44]([CH:40]1[N:39]2[C:30](=[N:31][C:32]3[C:37]([C:38]2=[O:49])=[CH:36][CH:35]=[CH:34][CH:33]=3)[N:1]([CH2:2][C:3]2[CH:4]=[CH:5][C:6]([N:9]3[CH2:10][CH2:11][N:12]([C:15]([O:17][C:18]([CH3:21])([CH3:20])[CH3:19])=[O:16])[CH2:13][CH2:14]3)=[CH:7][CH:8]=2)[C:45]1=[O:47])[CH:43]([CH3:42])[CH3:22]. Given the reactants [NH2:1][CH2:2][C:3]1[CH:8]=[CH:7][C:6]([N:9]2[CH2:14][CH2:13][N:12]([C:15]([O:17][C:18]([CH3:21])([CH3:20])[CH3:19])=[O:16])[CH2:11][CH2:10]2)=[CH:5][CH:4]=1.[CH2:22](N(CC)CC)C.Cl[C:30]1[N:39]([C:40]2([C:45]([O:47]C)=O)[CH2:44][CH2:43][CH2:42]C2)[C:38](=[O:49])[C:37]2[C:32](=[CH:33][CH:34]=[CH:35][CH:36]=2)[N:31]=1, predict the reaction product. (4) Given the reactants [Br:1][CH2:2][C:3]([NH:5][CH2:6][C:7]#[CH:8])=[O:4].[CH3:9][N:10]([CH3:12])[CH3:11], predict the reaction product. The product is: [Br-:1].[CH3:9][N+:10]([CH3:12])([CH3:11])[CH2:2][C:3](=[O:4])[NH:5][CH2:6][C:7]#[CH:8].